Dataset: Cav3 T-type calcium channel HTS with 100,875 compounds. Task: Binary Classification. Given a drug SMILES string, predict its activity (active/inactive) in a high-throughput screening assay against a specified biological target. (1) The drug is O1C(C(O)(N(CCCn2c(ncc2)C)C1=O)C)(CC)C. The result is 0 (inactive). (2) The drug is O=NN(CC(N(N=O)CCc1ccccc1)CC(C)C)C(Cc1ccccc1)CN(N=O)C. The result is 0 (inactive). (3) The compound is Clc1c(S(=O)(=O)N(C)C)cc(S(=O)(=O)N(C)C)c(N)c1. The result is 0 (inactive). (4) The molecule is O=C(N(C1CCCCC1)C(c1cccnc1)C)Nc1ccccc1. The result is 0 (inactive). (5) The molecule is s1c2c(CCC2)c2c1ncnc2SCC. The result is 0 (inactive). (6) The compound is [O-][N+](=O)c1c(CNC(Cc2ccccc2)c2ccccc2)cccc1. The result is 0 (inactive). (7) The compound is Clc1c(c2oc(C(=O)NCCc3ccccc3)cc2)cccc1. The result is 0 (inactive). (8) The drug is N1(CCN(CC1)C)c1nccc2n(cnc12)C. The result is 0 (inactive). (9) The compound is S=C(NCC)N\N=C\c1oc(c2ccc(cc2)C(OCCCC)=O)cc1. The result is 0 (inactive).